Dataset: Full USPTO retrosynthesis dataset with 1.9M reactions from patents (1976-2016). Task: Predict the reactants needed to synthesize the given product. Given the product [ClH:38].[ClH:38].[ClH:38].[NH2:7][CH2:8][CH2:9][N:10]1[C:18]2[C:17]([NH:19][C:20]3[CH:21]=[C:22]4[C:26](=[CH:27][CH:28]=3)[N:25]([CH2:29][C:30]3[CH:35]=[CH:34][CH:33]=[C:32]([F:36])[CH:31]=3)[N:24]=[CH:23]4)=[N:16][CH:15]=[N:14][C:13]=2[CH:12]=[CH:11]1, predict the reactants needed to synthesize it. The reactants are: C(OC(=O)[NH:7][CH2:8][CH2:9][N:10]1[C:18]2[C:17]([NH:19][C:20]3[CH:21]=[C:22]4[C:26](=[CH:27][CH:28]=3)[N:25]([CH2:29][C:30]3[CH:35]=[CH:34][CH:33]=[C:32]([F:36])[CH:31]=3)[N:24]=[CH:23]4)=[N:16][CH:15]=[N:14][C:13]=2[CH:12]=[CH:11]1)(C)(C)C.[ClH:38].